Dataset: Full USPTO retrosynthesis dataset with 1.9M reactions from patents (1976-2016). Task: Predict the reactants needed to synthesize the given product. (1) Given the product [Br:1][C:2]1[CH:9]=[CH:8][C:5]([CH2:6][N:30]2[CH2:19][CH2:20][CH2:21][CH:16]([C:10]3[CH:11]=[CH:12][CH:13]=[CH:14][CH:15]=3)[CH2:28]2)=[CH:4][CH:3]=1, predict the reactants needed to synthesize it. The reactants are: [Br:1][C:2]1[CH:9]=[CH:8][C:5]([CH2:6]Br)=[CH:4][CH:3]=1.[C:10]1([CH:16]2[CH2:21][CH2:20][CH2:19]CN2)[CH:15]=[CH:14][CH:13]=[CH:12][CH:11]=1.C(=O)([O-])[O-].[K+].[K+].[C:28](#[N:30])C. (2) Given the product [F:20][C:17]1[CH:18]=[CH:19][C:14](/[C:12](/[CH3:13])=[CH:11]/[N:7]2[C:8]3[CH:9]=[CH:10][CH:2]=[CH:3][C:4]=3[C:5]3[CH2:24][N:23]([CH3:25])[CH2:22][CH2:21][C:6]2=3)=[CH:15][CH:16]=1, predict the reactants needed to synthesize it. The reactants are: Cl[C:2]1[CH:10]=[CH:9][C:8]2[N:7](/[CH:11]=[C:12](/[C:14]3[CH:19]=[CH:18][C:17]([F:20])=[CH:16][CH:15]=3)\[CH3:13])[C:6]3[CH2:21][CH2:22][N:23]([CH3:25])[CH2:24][C:5]=3[C:4]=2[CH:3]=1. (3) Given the product [CH3:1][O:2][C:3](=[O:24])[CH2:4][CH:5]1[CH2:10][CH2:9][CH:8]([C:11]2[CH:16]=[CH:15][C:14]([C:17]3[CH:22]=[CH:21][C:20]([NH:23][S:39]([C:36]4[CH:35]=[CH:34][C:33]([C:32]([F:31])([F:43])[F:44])=[CH:38][CH:37]=4)(=[O:41])=[O:40])=[CH:19][N:18]=3)=[CH:13][CH:12]=2)[CH2:7][CH2:6]1, predict the reactants needed to synthesize it. The reactants are: [CH3:1][O:2][C:3](=[O:24])[CH2:4][CH:5]1[CH2:10][CH2:9][CH:8]([C:11]2[CH:16]=[CH:15][C:14]([C:17]3[CH:22]=[CH:21][C:20]([NH2:23])=[CH:19][N:18]=3)=[CH:13][CH:12]=2)[CH2:7][CH2:6]1.N1C=CC=CC=1.[F:31][C:32]([F:44])([F:43])[C:33]1[CH:38]=[CH:37][C:36]([S:39](Cl)(=[O:41])=[O:40])=[CH:35][CH:34]=1.